This data is from Forward reaction prediction with 1.9M reactions from USPTO patents (1976-2016). The task is: Predict the product of the given reaction. (1) Given the reactants Br[CH:2]([C:13]1[CH:14]=[CH:15][C:16]2[N:17]([C:19]([CH:22]([CH3:24])[CH3:23])=[N:20][N:21]=2)[N:18]=1)[C:3]([C:5]1[CH:10]=[CH:9][C:8]([F:11])=[CH:7][C:6]=1[F:12])=O.[N:25]1([C:29](=S)[NH:30][NH2:31])[CH2:28][CH2:27][CH2:26]1, predict the reaction product. The product is: [F:12][C:6]1[CH:7]=[C:8]([F:11])[CH:9]=[CH:10][C:5]=1[C:3]1[C:2]([C:13]2[CH:14]=[CH:15][C:16]3[N:17]([C:19]([CH:22]([CH3:24])[CH3:23])=[N:20][N:21]=3)[N:18]=2)=[C:29]2[NH:25][CH2:26][CH2:27][CH2:28][N:30]2[N:31]=1. (2) Given the reactants [Cl:1][C:2]1[CH:3]=[C:4]([CH:7]=[C:8]([Cl:20])[C:9]=1[N:10]1[CH:19]=[C:13]2[C:14](Cl)=[N:15][CH:16]=[CH:17][C:12]2=[N:11]1)[C:5]#[N:6].[NH2:21][C:22]1[CH:27]=[C:26]([CH3:28])[N:25]=[C:24]([CH3:29])[N:23]=1.CC1(C)C2C(=C(P(C3C=CC=CC=3)C3C=CC=CC=3)C=CC=2)[O:51]C2C(P(C3C=CC=CC=3)C3C=CC=CC=3)=CC=CC1=2.C(=O)([O-])[O-].[Cs+].[Cs+], predict the reaction product. The product is: [OH-:51].[NH4+:6].[Cl:1][C:2]1[CH:3]=[C:4]([CH:7]=[C:8]([Cl:20])[C:9]=1[N:10]1[CH:19]=[C:13]2[C:14]([NH:21][C:22]3[CH:27]=[C:26]([CH3:28])[N:25]=[C:24]([CH3:29])[N:23]=3)=[N:15][CH:16]=[CH:17][C:12]2=[N:11]1)[C:5]#[N:6]. (3) Given the reactants [F:1][C:2]1[CH:7]=[CH:6][C:5]([N:8]2[C:12]3[CH:13]=[N:14][CH:15]=[C:16]([C:17]([OH:19])=O)[C:11]=3[CH:10]=[N:9]2)=[CH:4][CH:3]=1.C(N(CC)C(C)C)(C)C.CN(C(ON1N=NC2C=CC=CC1=2)=[N+](C)C)C.F[P-](F)(F)(F)(F)F.[S:53]1[CH:57]=[N:56][N:55]=[C:54]1[C:58]1([NH2:61])[CH2:60][CH2:59]1.C(=O)(O)[O-].[Na+], predict the reaction product. The product is: [S:53]1[CH:57]=[N:56][N:55]=[C:54]1[C:58]1([NH:61][C:17]([C:16]2[C:11]3[CH:10]=[N:9][N:8]([C:5]4[CH:4]=[CH:3][C:2]([F:1])=[CH:7][CH:6]=4)[C:12]=3[CH:13]=[N:14][CH:15]=2)=[O:19])[CH2:60][CH2:59]1. (4) Given the reactants [C:1]([N:8]1[CH2:13][CH2:12][CH2:11][C:10](=O)[CH2:9]1)([O:3][C:4]([CH3:7])([CH3:6])[CH3:5])=[O:2].[OH-:15].[K+].II, predict the reaction product. The product is: [O:15]1[CH2:12][CH2:13][N:8]([C:11]2[CH2:12][CH2:13][N:8]([C:1]([O:3][C:4]([CH3:7])([CH3:6])[CH3:5])=[O:2])[CH2:9][CH:10]=2)[CH2:9][CH2:10]1. (5) Given the reactants [NH2:1][C:2]1[CH:3]=[C:4]([NH:9][S:10]([CH2:13][Cl:14])(=[O:12])=[O:11])[CH:5]=[CH:6][C:7]=1[F:8].[Cl:15]N1C(=O)CCC1=O, predict the reaction product. The product is: [NH2:1][C:2]1[C:7]([F:8])=[CH:6][C:5]([Cl:15])=[C:4]([NH:9][S:10]([CH2:13][Cl:14])(=[O:11])=[O:12])[CH:3]=1. (6) Given the reactants C(OC([N:8]1[CH2:13][CH2:12][N:11]([C:14]([C:16]2[NH:17][C:18]([C:24]3[O:25][CH:26]=[C:27]([CH:29]([CH3:31])[CH3:30])[N:28]=3)=[C:19]([CH:21]([CH3:23])[CH3:22])[CH:20]=2)=[O:15])[CH2:10][C@@H:9]1[CH:32]([CH3:34])[CH3:33])=O)(C)(C)C.C(C(O)=O)(F)(F)F, predict the reaction product. The product is: [CH:21]([C:19]1[CH:20]=[C:16]([C:14]([N:11]2[CH2:12][CH2:13][NH:8][C@@H:9]([CH:32]([CH3:34])[CH3:33])[CH2:10]2)=[O:15])[NH:17][C:18]=1[C:24]1[O:25][CH:26]=[C:27]([CH:29]([CH3:31])[CH3:30])[N:28]=1)([CH3:22])[CH3:23]. (7) The product is: [O:1]=[C:2]1[C:7]2[CH:8]=[CH:9][CH:10]=[CH:11][C:6]=2[S:5][C:4]([C:12]2[CH:17]=[C:16]([CH2:18][CH2:19][CH2:20][O:21][CH2:22][CH2:23][C:24]([OH:26])=[O:25])[CH:15]=[CH:14][N:13]=2)=[N:3]1. Given the reactants [O:1]=[C:2]1[C:7]2[CH:8]=[CH:9][CH:10]=[CH:11][C:6]=2[S:5][C:4]([C:12]2[CH:17]=[C:16]([CH2:18][CH2:19][CH2:20][O:21][CH2:22][CH2:23][C:24]([O:26]C(C)(C)C)=[O:25])[CH:15]=[CH:14][N:13]=2)=[N:3]1, predict the reaction product. (8) Given the reactants [CH3:1][N:2]1[CH2:15][CH2:14][C:5]2[NH:6][C:7]3[CH:8]=[CH:9][C:10]([CH3:13])=[CH:11][C:12]=3[C:4]=2[CH2:3]1.P([O-])([O-])([O-])=O.[K+].[K+].[K+].N1CCC[C@H]1C(O)=O.Br[CH:33]=[C:34]([C:36]1[CH:40]=[CH:39][S:38][CH:37]=1)[CH3:35], predict the reaction product. The product is: [CH3:1][N:2]1[CH2:15][CH2:14][C:5]2[N:6](/[CH:33]=[C:34](/[C:36]3[CH:40]=[CH:39][S:38][CH:37]=3)\[CH3:35])[C:7]3[CH:8]=[CH:9][C:10]([CH3:13])=[CH:11][C:12]=3[C:4]=2[CH2:3]1.